Dataset: Full USPTO retrosynthesis dataset with 1.9M reactions from patents (1976-2016). Task: Predict the reactants needed to synthesize the given product. (1) Given the product [CH2:1]([O:8][C:9]([N:11]1[CH2:15][CH:14]2[CH:16]([OH:19])[CH2:17][CH2:18][CH:13]2[CH2:12]1)=[O:10])[C:2]1[CH:7]=[CH:6][CH:5]=[CH:4][CH:3]=1, predict the reactants needed to synthesize it. The reactants are: [CH2:1]([O:8][C:9]([N:11]1[CH2:15][CH:14]2[C:16](=[O:19])[CH2:17][CH2:18][CH:13]2[CH2:12]1)=[O:10])[C:2]1[CH:7]=[CH:6][CH:5]=[CH:4][CH:3]=1.C([BH-](C(CC)C)C(CC)C)(CC)C.[Li+].OO.O. (2) Given the product [CH3:24][C@:23]12[CH2:25][CH2:8][C:9]3[C@@H:18]([CH2:17][CH2:16][C:15]4[C:10]=3[CH2:11][CH2:12][C:13](=[O:27])[CH:14]=4)[C@@H:19]1[CH2:20][CH2:21][C:22]2=[O:26], predict the reactants needed to synthesize it. The reactants are: OC1C=CC([C@H:8]2[CH2:25][C@@:23]3([CH3:24])[C@@H:19]([CH2:20][CH2:21][C:22]3=[O:26])[C@H:18]3[C:9]2=[C:10]2[C:15]([CH2:16][CH2:17]3)=[CH:14][C:13](=[O:27])[CH2:12][CH2:11]2)=CC=1.[N-]=[N+]=[N-].